Dataset: Reaction yield outcomes from USPTO patents with 853,638 reactions. Task: Predict the reaction yield, written as a fraction of the theoretical maximum amount of product (1.0 means a 100% yield; for example, 0.34 means a 34% yield). The reactants are N[C:2]1[C:3]([CH:12]([CH3:14])[CH3:13])=[C:4]([OH:11])[CH:5]=[C:6]([N+:8]([O-:10])=[O:9])[CH:7]=1.[C:15]([O-:18])([O-])=O.[K+].[K+].[C:21]([CH2:23]OS(C1C(C)=CC=CC=1)(=O)=O)#[N:22].O. The catalyst is CN(C=O)C. The product is [CH:12]([C:3]1[CH:2]=[C:7]([O:18][CH3:15])[C:6]([N+:8]([O-:10])=[O:9])=[CH:5][C:4]=1[O:11][CH2:23][C:21]#[N:22])([CH3:14])[CH3:13]. The yield is 0.760.